This data is from Reaction yield outcomes from USPTO patents with 853,638 reactions. The task is: Predict the reaction yield, written as a fraction of the theoretical maximum amount of product (1.0 means a 100% yield; for example, 0.34 means a 34% yield). (1) The reactants are [NH2:1][C:2]1[C:7]([F:8])=[C:6](Cl)[N:5]=[C:4]([C:10]([O:12][CH3:13])=[O:11])[C:3]=1[O:14][CH3:15].[CH:16]1([C:19]2[N:24]=[CH:23][C:22](B(O)O)=[CH:21][CH:20]=2)[CH2:18][CH2:17]1.[F-].[Cs+].C(#N)C. The catalyst is O1CCOCC1.O.[Cl-].[Na+].O.C1C=CC(P(C2C=CC=CC=2)[C-]2C=CC=C2)=CC=1.C1C=CC(P(C2C=CC=CC=2)[C-]2C=CC=C2)=CC=1.Cl[Pd]Cl.[Fe+2]. The product is [NH2:1][C:2]1[C:3]([O:14][CH3:15])=[C:4]([C:10]([O:12][CH3:13])=[O:11])[N:5]=[C:6]([C:22]2[CH:23]=[N:24][C:19]([CH:16]3[CH2:18][CH2:17]3)=[CH:20][CH:21]=2)[C:7]=1[F:8]. The yield is 0.322. (2) The reactants are [NH2:1][C:2]1[CH:7]=[CH:6][C:5]([S:8][C:9]2[S:13][C:12]([C:14](O)=[O:15])=[CH:11][C:10]=2[NH:17][C:18]2[C:19]3[CH:27]=[CH:26][C:25]([CH:28]([CH3:30])[CH3:29])=[N:24][C:20]=3[N:21]=[CH:22][N:23]=2)=[CH:4][CH:3]=1.C[NH:32][CH2:33][CH2:34][C:35]1[CH:40]=[CH:39][CH:38]=[CH:37][CH:36]=1.[CH:41](N(CC)C(C)C)(C)C.F[B-](F)(F)F.N1(OC(N(C)C)=[N+](C)C)C2C=CC=CC=2N=N1. The catalyst is CS(C)=O.O. The product is [NH2:1][C:2]1[CH:7]=[CH:6][C:5]([S:8][C:9]2[S:13][C:12]([C:14]([NH:32][CH2:33][C@H:34]([C:35]3[CH:40]=[CH:39][CH:38]=[CH:37][CH:36]=3)[CH3:41])=[O:15])=[CH:11][C:10]=2[NH:17][C:18]2[C:19]3[CH:27]=[CH:26][C:25]([CH:28]([CH3:30])[CH3:29])=[N:24][C:20]=3[N:21]=[CH:22][N:23]=2)=[CH:4][CH:3]=1. The yield is 0.850. (3) The reactants are FC(F)(F)S(O[C:7]1[C:8]([CH3:36])([CH3:35])[C@H:9]2[C@:22]([CH3:25])([CH2:23][CH:24]=1)[C@@H:21]1[C@:12]([CH3:34])([C@@:13]3([CH3:33])[C@H:18]([CH2:19][CH2:20]1)[C@H:17]1[C@H:26]([C:29]([CH3:31])=[CH2:30])[CH2:27][CH2:28][C@:16]1([NH2:32])[CH2:15][CH2:14]3)[CH2:11][CH2:10]2)(=O)=O.CC1(C)C(C)(C)OB([C:47]2[CH2:65][C:49]3([CH2:52][C:51]([C:59]([O:61][CH:62]([CH3:64])[CH3:63])=[O:60])([C:53]([O:55][CH:56]([CH3:58])[CH3:57])=[O:54])[CH2:50]3)[CH:48]=2)O1.O.C(=O)([O-])[O-].[Na+].[Na+]. The catalyst is O1CCOCC1.O.C1C=CC([P]([Pd]([P](C2C=CC=CC=2)(C2C=CC=CC=2)C2C=CC=CC=2)([P](C2C=CC=CC=2)(C2C=CC=CC=2)C2C=CC=CC=2)[P](C2C=CC=CC=2)(C2C=CC=CC=2)C2C=CC=CC=2)(C2C=CC=CC=2)C2C=CC=CC=2)=CC=1. The product is [NH2:32][C@:16]12[CH2:28][CH2:27][C@@H:26]([C:29]([CH3:31])=[CH2:30])[C@@H:17]1[C@@H:18]1[C@@:13]([CH3:33])([CH2:14][CH2:15]2)[C@@:12]2([CH3:34])[C@@H:21]([C@:22]3([CH3:25])[C@@H:9]([CH2:10][CH2:11]2)[C:8]([CH3:36])([CH3:35])[C:7]([C:47]2[CH2:65][C:49]4([CH2:52][C:51]([C:59]([O:61][CH:62]([CH3:64])[CH3:63])=[O:60])([C:53]([O:55][CH:56]([CH3:57])[CH3:58])=[O:54])[CH2:50]4)[CH:48]=2)=[CH:24][CH2:23]3)[CH2:20][CH2:19]1. The yield is 0.639. (4) The reactants are [F:1][C:2]1[CH:7]=[CH:6][C:5]([CH2:8][C:9]2[CH:18]=[C:17]3[C:12]([C:13]([OH:26])=[C:14]([C:21](OCC)=[O:22])[C:15](=[O:20])[N:16]3[CH3:19])=[N:11][CH:10]=2)=[CH:4][CH:3]=1.[CH3:27][O:28][C:29]1[N:34]=[CH:33][C:32]([CH2:35][NH2:36])=[CH:31][CH:30]=1.[CH3:27][O:28][C:29]1[N:34]=[CH:33][C:32]([CH2:35][NH2:36])=[CH:31][CH:30]=1. No catalyst specified. The product is [F:1][C:2]1[CH:7]=[CH:6][C:5]([CH2:8][C:9]2[CH:18]=[C:17]3[C:12]([C:13]([OH:26])=[C:14]([C:21]([NH:36][CH2:35][C:32]4[CH:33]=[N:34][C:29]([O:28][CH3:27])=[CH:30][CH:31]=4)=[O:22])[C:15](=[O:20])[N:16]3[CH3:19])=[N:11][CH:10]=2)=[CH:4][CH:3]=1. The yield is 0.320. (5) The reactants are [CH3:1][C:2]1[C:6]([C:7]2[C:16]3[O:15][CH2:14][C@H:13]([C:17]4[CH:22]=[CH:21][CH:20]=[CH:19][N:18]=4)[N:12]4[C:23]([CH:25]=C)=[N:24][C:10]([C:11]=34)=[CH:9][CH:8]=2)=[C:5]([CH3:27])[O:4][N:3]=1.I([O-])(=O)(=O)=[O:29].[Na+]. The catalyst is O1CCCC1.O.[Os](=O)(=O)(=O)=O. The product is [CH3:1][C:2]1[C:6]([C:7]2[C:16]3[O:15][CH2:14][C@H:13]([C:17]4[CH:22]=[CH:21][CH:20]=[CH:19][N:18]=4)[N:12]4[C:23]([CH:25]=[O:29])=[N:24][C:10]([C:11]=34)=[CH:9][CH:8]=2)=[C:5]([CH3:27])[O:4][N:3]=1. The yield is 1.00.